From a dataset of Full USPTO retrosynthesis dataset with 1.9M reactions from patents (1976-2016). Predict the reactants needed to synthesize the given product. (1) Given the product [C:31]([NH:1][C:2]1[CH:3]=[CH:4][C:5]2[O:9][C:8]([C:10]3[CH:22]=[CH:21][C:13]4[N:14]([CH2:18][CH2:19][CH3:20])[C:15]([CH3:17])=[N:16][C:12]=4[CH:11]=3)=[N:7][C:6]=2[CH:23]=1)(=[O:33])[CH3:32], predict the reactants needed to synthesize it. The reactants are: [NH2:1][C:2]1[CH:3]=[CH:4][C:5]2[O:9][C:8]([C:10]3[CH:22]=[CH:21][C:13]4[N:14]([CH2:18][CH2:19][CH3:20])[C:15]([CH3:17])=[N:16][C:12]=4[CH:11]=3)=[N:7][C:6]=2[CH:23]=1.C(N(CC)CC)C.[C:31](OC(=O)C)(=[O:33])[CH3:32]. (2) Given the product [OH:36][CH:35]([C:34]1[CH:37]=[CH:38][C:31]([CH:28]([CH3:30])[CH3:29])=[CH:32][CH:33]=1)[C:2]1[C:10]2[O:9][C:8]([CH3:12])([CH3:11])[CH2:7][C:6]=2[C:5]([CH3:13])=[C:4]([NH:14][C:15](=[O:21])[O:16][C:17]([CH3:20])([CH3:19])[CH3:18])[C:3]=1[CH3:22], predict the reactants needed to synthesize it. The reactants are: Br[C:2]1[C:10]2[O:9][C:8]([CH3:12])([CH3:11])[CH2:7][C:6]=2[C:5]([CH3:13])=[C:4]([NH:14][C:15](=[O:21])[O:16][C:17]([CH3:20])([CH3:19])[CH3:18])[C:3]=1[CH3:22].C([Li])CCC.[CH:28]([C:31]1[CH:38]=[CH:37][C:34]([CH:35]=[O:36])=[CH:33][CH:32]=1)([CH3:30])[CH3:29].O. (3) Given the product [CH:1]1([N:6]2[C:14]3[C:9](=[CH:10][CH:11]=[CH:12][C:13]=3[F:15])[C:8]([C:16]3[CH:21]=[CH:20][C:19]([OH:22])=[C:18]([CH3:24])[CH:17]=3)=[N:7]2)[CH2:5][CH2:4][CH2:3][CH2:2]1, predict the reactants needed to synthesize it. The reactants are: [CH:1]1([N:6]2[C:14]3[C:9](=[CH:10][CH:11]=[CH:12][C:13]=3[F:15])[C:8]([C:16]3[CH:21]=[CH:20][C:19]([O:22]C)=[C:18]([CH3:24])[CH:17]=3)=[N:7]2)[CH2:5][CH2:4][CH2:3][CH2:2]1.B(Br)(Br)Br.C1CCCCC=1. (4) Given the product [CH:1]1([C:4]2[CH:5]=[N:6][C:7]([NH:14][C:15]3[C:24]4[C:19](=[CH:20][CH:21]=[C:22]([C:25]5[CH:30]=[CH:29][CH:28]=[CH:27][CH:26]=5)[CH:23]=4)[CH:18]=[CH:17][CH:16]=3)=[C:8]([CH:13]=2)[C:9]([OH:11])=[O:10])[CH2:2][CH2:3]1, predict the reactants needed to synthesize it. The reactants are: [CH:1]1([C:4]2[CH:5]=[N:6][C:7]([NH:14][C:15]3[C:24]4[C:19](=[CH:20][CH:21]=[C:22]([C:25]5[CH:30]=[CH:29][CH:28]=[CH:27][CH:26]=5)[CH:23]=4)[CH:18]=[CH:17][CH:16]=3)=[C:8]([CH:13]=2)[C:9]([O:11]C)=[O:10])[CH2:3][CH2:2]1.[OH-].[Na+].